This data is from Peptide-MHC class II binding affinity with 134,281 pairs from IEDB. The task is: Regression. Given a peptide amino acid sequence and an MHC pseudo amino acid sequence, predict their binding affinity value. This is MHC class II binding data. (1) The peptide sequence is EKEYFAATQFEPLAA. The MHC is HLA-DPA10103-DPB10401 with pseudo-sequence HLA-DPA10103-DPB10401. The binding affinity (normalized) is 0.888. (2) The peptide sequence is VAIDRPAEVRKVCYN. The MHC is HLA-DQA10501-DQB10302 with pseudo-sequence HLA-DQA10501-DQB10302. The binding affinity (normalized) is 0.273.